Dataset: Reaction yield outcomes from USPTO patents with 853,638 reactions. Task: Predict the reaction yield, written as a fraction of the theoretical maximum amount of product (1.0 means a 100% yield; for example, 0.34 means a 34% yield). (1) The reactants are C[O:2][C:3]([C:5]1[C:10]([NH:11][CH2:12][CH2:13][S:14][C:15]([C:28]2[CH:33]=[CH:32][CH:31]=[CH:30][CH:29]=2)([C:22]2[CH:27]=[CH:26][CH:25]=[CH:24][CH:23]=2)[C:16]2[CH:21]=[CH:20][CH:19]=[CH:18][CH:17]=2)=[N:9][CH:8]=[CH:7][N:6]=1)=[O:4].[Li+:34].[OH-].O. The catalyst is C1COCC1.CO. The product is [C:15]([S:14][CH2:13][CH2:12][NH:11][C:10]1[C:5]([C:3]([O-:4])=[O:2])=[N:6][CH:7]=[CH:8][N:9]=1)([C:28]1[CH:33]=[CH:32][CH:31]=[CH:30][CH:29]=1)([C:16]1[CH:17]=[CH:18][CH:19]=[CH:20][CH:21]=1)[C:22]1[CH:23]=[CH:24][CH:25]=[CH:26][CH:27]=1.[Li+:34]. The yield is 0.630. (2) The reactants are [CH:1]([C:3]1[CH:8]=[CH:7][C:6]([N:9]2[CH2:14][CH2:13][CH:12]([N:15]([CH:19]([CH3:21])[CH3:20])[C:16](=[O:18])[CH3:17])[CH2:11][CH2:10]2)=[CH:5][CH:4]=1)=O.[NH2:22][C:23]1[CH:31]=[C:30]([O:32][CH3:33])[CH:29]=[C:28]([O:34][CH3:35])[C:24]=1[C:25]([NH2:27])=[O:26].OS([O-])=O.[Na+].CC1C=CC(S(O)(=O)=O)=CC=1. The catalyst is CC(N(C)C)=O.O. The product is [CH3:35][O:34][C:28]1[CH:29]=[C:30]([O:32][CH3:33])[CH:31]=[C:23]2[C:24]=1[C:25](=[O:26])[NH:27][C:1]([C:3]1[CH:8]=[CH:7][C:6]([N:9]3[CH2:14][CH2:13][CH:12]([N:15]([CH:19]([CH3:21])[CH3:20])[C:16](=[O:18])[CH3:17])[CH2:11][CH2:10]3)=[CH:5][CH:4]=1)=[N:22]2. The yield is 0.200. (3) The reactants are [NH2:1][CH2:2][C:3]1[N:11]2[C:6]([CH2:7][CH2:8][CH2:9][CH2:10]2)=[CH:5][C:4]=1[C:12]([O:14]C)=O.C[Si](C)(C)N[Si](C)(C)C.[Li].C1COCC1.[NH4+].[Cl-]. The catalyst is C1COCC1. The product is [C:12]1(=[O:14])[C:4]2[CH:5]=[C:6]3[N:11]([C:3]=2[CH2:2][NH:1]1)[CH2:10][CH2:9][CH2:8][CH2:7]3. The yield is 0.530. (4) The reactants are [CH3:1][O:2][C:3](=[O:12])[C:4]1[CH:9]=[C:8]([Br:10])[CH:7]=[CH:6][C:5]=1[OH:11].[CH2:13]([O:15][C:16](=[O:20])[CH:17](Br)[CH3:18])[CH3:14].C(=O)([O-])[O-].[K+].[K+]. The catalyst is CC(C)=O. The product is [CH3:1][O:2][C:3](=[O:12])[C:4]1[CH:9]=[C:8]([Br:10])[CH:7]=[CH:6][C:5]=1[O:11][CH:17]([C:16]([O:15][CH2:13][CH3:14])=[O:20])[CH3:18]. The yield is 1.00. (5) The yield is 0.310. The catalyst is O. The product is [NH2:5][C:6]1[CH:11]=[CH:10][C:9]([S:12]([NH:13][C:14]2[S:15][CH:16]=[CH:17][N:18]=2)(=[O:20])=[O:19])=[CH:8][C:7]=1[CH3:21]. The reactants are FC(F)(F)C([NH:5][C:6]1[CH:11]=[CH:10][C:9]([S:12](=[O:20])(=[O:19])[NH:13][C:14]2[S:15][CH:16]=[CH:17][N:18]=2)=[CH:8][C:7]=1[CH3:21])=O.[OH-].[Na+].Cl. (6) The reactants are [C:1]([O:5][C:6]([NH:8][C:9]1[CH:14]=[CH:13][N:12]=[C:11]([O:15][CH3:16])[CH:10]=1)=[O:7])([CH3:4])([CH3:3])[CH3:2].CN(C)CCN(C)C.[Li]CCCC.[I:30]I.[Cl-].[NH4+]. The catalyst is C(OCC)C.C1COCC1. The product is [C:1]([O:5][C:6]([NH:8][C:9]1[CH:14]=[CH:13][N:12]=[C:11]([O:15][CH3:16])[C:10]=1[I:30])=[O:7])([CH3:4])([CH3:3])[CH3:2]. The yield is 0.230. (7) The reactants are [CH3:1][C:2]1([CH3:9])[C:6]([CH3:8])([CH3:7])[O:5][BH:4][O:3]1.[C:10]([C:12]1[CH:17]=[CH:16][C:15]([CH2:18][N:19]([CH3:21])[CH3:20])=[CH:14][CH:13]=1)#[CH:11]. The catalyst is C1(C)C=CC=CC=1. The product is [CH3:20][N:19]([CH3:21])[CH2:18][C:15]1[CH:16]=[CH:17][C:12](/[CH:10]=[CH:11]/[B:4]2[O:5][C:6]([CH3:8])([CH3:7])[C:2]([CH3:9])([CH3:1])[O:3]2)=[CH:13][CH:14]=1. The yield is 0.200. (8) The reactants are Cl[CH2:2][CH2:3][S:4][C:5]1[NH:13][C:12]2[C:11](=[O:14])[N:10]([CH2:15][CH2:16][CH2:17][CH2:18][C@H:19]([OH:21])[CH3:20])[C:9](=[O:22])[N:8]([CH3:23])[C:7]=2[N:6]=1.C(=O)([O-])[O-].[K+].[K+]. The catalyst is C(#N)C. The product is [OH:21][C@H:19]([CH3:20])[CH2:18][CH2:17][CH2:16][CH2:15][N:10]1[C:11](=[O:14])[C:12]2[N:13]3[CH2:2][CH2:3][S:4][C:5]3=[N:6][C:7]=2[N:8]([CH3:23])[C:9]1=[O:22]. The yield is 0.320. (9) The reactants are [Cl:1][C:2]1[CH:7]=[CH:6][C:5]([S:8]([N:11]([C@H:19]([CH2:23][CH:24]([CH3:26])[CH3:25])[C:20]([NH2:22])=[O:21])[CH2:12][CH:13]2[CH2:18][CH2:17][NH:16][CH2:15][CH2:14]2)(=[O:10])=[O:9])=[CH:4][CH:3]=1.CCN(CC)CC.[N:34]([CH2:37][CH2:38][C:39]1[CH:44]=[CH:43][CH:42]=[CH:41][CH:40]=1)=[C:35]=[O:36].C([O-])(O)=O.[Na+]. The catalyst is C(Cl)Cl. The product is [CH2:37]([NH:34][C:35]([N:16]1[CH2:15][CH2:14][CH:13]([CH2:12][N:11]([C@@H:19]([C:20](=[O:21])[NH2:22])[CH2:23][CH:24]([CH3:26])[CH3:25])[S:8]([C:5]2[CH:6]=[CH:7][C:2]([Cl:1])=[CH:3][CH:4]=2)(=[O:9])=[O:10])[CH2:18][CH2:17]1)=[O:36])[CH2:38][C:39]1[CH:44]=[CH:43][CH:42]=[CH:41][CH:40]=1. The yield is 0.520. (10) The reactants are [CH:1]1([NH:6][N:7]2[C:16]3[C:11](=[CH:12][CH:13]=[CH:14][CH:15]=3)[C:10]([OH:17])=[C:9]([C:18]3[NH:23][C:22]4[CH:24]=[CH:25][C:26]([OH:28])=[CH:27][C:21]=4[S:20](=[O:30])(=[O:29])[N:19]=3)[C:8]2=[O:31])[CH2:5][CH2:4][CH2:3][CH2:2]1.C(=O)([O-])[O-].[Cs+].[Cs+].Br[CH2:39][C:40]([NH2:42])=[O:41]. The catalyst is [I-].C([N+](CCCC)(CCCC)CCCC)CCC.CN(C)C=O. The product is [CH:1]1([NH:6][N:7]2[C:16]3[C:11](=[CH:12][CH:13]=[CH:14][CH:15]=3)[C:10]([OH:17])=[C:9]([C:18]3[NH:23][C:22]4[CH:24]=[CH:25][C:26]([O:28][CH2:39][C:40]([NH2:42])=[O:41])=[CH:27][C:21]=4[S:20](=[O:29])(=[O:30])[N:19]=3)[C:8]2=[O:31])[CH2:2][CH2:3][CH2:4][CH2:5]1. The yield is 0.850.